This data is from Catalyst prediction with 721,799 reactions and 888 catalyst types from USPTO. The task is: Predict which catalyst facilitates the given reaction. Reactant: Br[C:2]1[CH:7]=[CH:6][CH:5]=[C:4]([Cl:8])[CH:3]=1.[F:9][C:10]1[CH:33]=[CH:32][C:13]([O:14][C:15]2[C:16](=[O:31])[NH:17][N:18]=[CH:19][C:20]=2[C:21]2[CH:26]=[CH:25][C:24]([S:27]([CH3:30])(=[O:29])=[O:28])=[CH:23][CH:22]=2)=[CH:12][CH:11]=1.N. Product: [Cl:8][C:4]1[CH:3]=[C:2]([N:17]2[C:16](=[O:31])[C:15]([O:14][C:13]3[CH:32]=[CH:33][C:10]([F:9])=[CH:11][CH:12]=3)=[C:20]([C:21]3[CH:26]=[CH:25][C:24]([S:27]([CH3:30])(=[O:28])=[O:29])=[CH:23][CH:22]=3)[CH:19]=[N:18]2)[CH:7]=[CH:6][CH:5]=1. The catalyst class is: 6.